This data is from Rat liver microsome stability data. The task is: Regression/Classification. Given a drug SMILES string, predict its absorption, distribution, metabolism, or excretion properties. Task type varies by dataset: regression for continuous measurements (e.g., permeability, clearance, half-life) or binary classification for categorical outcomes (e.g., BBB penetration, CYP inhibition). Dataset: rlm. (1) The result is 1 (stable in rat liver microsomes). The compound is Cc1cccc(-n2cnc3cc(C(=O)N4CCCC(C(F)(F)F)C4)ccc32)c1. (2) The compound is Cc1nn2c(c1-c1ccccc1-c1ccccc1)N(Cc1ccccc1)CCC2. The result is 1 (stable in rat liver microsomes). (3) The compound is Cc1ccc2nc3c(cc(C(=O)N[C@@H](C)c4ccccc4)c(=N)n3Cc3ccccc3)c(=O)n2c1. The result is 1 (stable in rat liver microsomes).